Task: Predict the product of the given reaction.. Dataset: Forward reaction prediction with 1.9M reactions from USPTO patents (1976-2016) (1) Given the reactants [C:1]([O:5][C:6](=[O:34])[NH:7][C:8]1[CH:13]=[CH:12][C:11]([O:14][C:15]2[CH:20]=[CH:19][C:18]([C:21](=[O:30])[NH:22][C:23]3[CH:28]=[CH:27][C:26]([Br:29])=[CH:25][CH:24]=3)=[CH:17][C:16]=2[N+:31]([O-])=O)=[CH:10][CH:9]=1)([CH3:4])([CH3:3])[CH3:2].[Cl-].[NH4+].O, predict the reaction product. The product is: [C:1]([O:5][C:6](=[O:34])[NH:7][C:8]1[CH:9]=[CH:10][C:11]([O:14][C:15]2[CH:20]=[CH:19][C:18]([C:21](=[O:30])[NH:22][C:23]3[CH:24]=[CH:25][C:26]([Br:29])=[CH:27][CH:28]=3)=[CH:17][C:16]=2[NH2:31])=[CH:12][CH:13]=1)([CH3:4])([CH3:2])[CH3:3]. (2) Given the reactants Br[C:2]1[CH:11]=[CH:10][CH:9]=[C:8]2[C:3]=1[CH2:4][CH2:5][NH:6][CH2:7]2.B(O)O, predict the reaction product. The product is: [N:6]1[CH:7]=[CH:8][C:3]([C:2]2[CH:11]=[CH:10][CH:9]=[C:8]3[C:3]=2[CH2:4][CH2:5][NH:6][CH2:7]3)=[CH:4][CH:5]=1. (3) Given the reactants [Cl:1][C:2]1[C:3]([F:17])=[CH:4][C:5]([O:14][CH2:15][CH3:16])=[C:6]([C:8]2([CH3:13])[O:12][CH2:11][CH2:10][O:9]2)[CH:7]=1.[Li+].CC([N-]C(C)C)C.CN(C)[CH:28]=[O:29], predict the reaction product. The product is: [Cl:1][C:2]1[C:3]([F:17])=[C:4]([C:5]([O:14][CH2:15][CH3:16])=[C:6]([C:8]2([CH3:13])[O:9][CH2:10][CH2:11][O:12]2)[CH:7]=1)[CH:28]=[O:29]. (4) Given the reactants [NH:1]([C:3]1[N:11]=[C:10]2[C:6]([N:7]=[CH:8][N:9]2[C@H:12]2[C@H:16]([OH:17])[C@H:15]([OH:18])[C@@H:14]([CH2:19][OH:20])[O:13]2)=[C:5]([NH:21][CH:22]2[CH2:26][CH2:25][CH2:24][CH2:23]2)[N:4]=1)[NH2:2].[CH:27]([CH:29]([CH:35]=O)[C:30]([O:32][CH2:33][CH3:34])=[O:31])=O.C(N(C(C)C)CC)(C)C, predict the reaction product. The product is: [OH:17][C@@H:16]1[C@H:15]([OH:18])[C@@H:14]([CH2:19][OH:20])[O:13][CH:12]1[N:9]1[CH:8]=[N:7][C:6]2[C:10]1=[N:11][C:3]([N:1]1[CH:35]=[C:29]([C:30]([O:32][CH2:33][CH3:34])=[O:31])[CH:27]=[N:2]1)=[N:4][C:5]=2[NH:21][CH:22]1[CH2:23][CH2:24][CH2:25][CH2:26]1. (5) Given the reactants N#N.[CH3:3][C:4]1([C:9]2[N:14]=[C:13]([CH2:15][OH:16])[CH:12]=[CH:11][CH:10]=2)[O:8][CH2:7][CH2:6][O:5]1.CCN(CC)CC.[S:24](Cl)([CH3:27])(=[O:26])=[O:25], predict the reaction product. The product is: [CH3:3][C:4]1([C:9]2[N:14]=[C:13]([CH2:15][O:16][S:24]([CH3:27])(=[O:26])=[O:25])[CH:12]=[CH:11][CH:10]=2)[O:5][CH2:6][CH2:7][O:8]1. (6) Given the reactants [N:1]1([C:7]2[N:12]=[CH:11][C:10]([OH:13])=[CH:9][N:8]=2)[CH2:6][CH2:5][O:4][CH2:3][CH2:2]1.Br[CH2:15][C:16]1[C:17]([F:27])=[C:18]([CH:24]=[CH:25][CH:26]=1)[C:19]([O:21][CH2:22][CH3:23])=[O:20].CC#N.C(=O)([O-])[O-].[K+].[K+], predict the reaction product. The product is: [F:27][C:17]1[C:16]([CH2:15][O:13][C:10]2[CH:11]=[N:12][C:7]([N:1]3[CH2:6][CH2:5][O:4][CH2:3][CH2:2]3)=[N:8][CH:9]=2)=[CH:26][CH:25]=[CH:24][C:18]=1[C:19]([O:21][CH2:22][CH3:23])=[O:20]. (7) Given the reactants [CH:1]12[CH2:7][CH:4]([CH:5]=[CH:6]1)[C:3](=[O:8])[NH:2]2.N1C=CC=CC=1.[C:15](Cl)(=[O:19])[CH2:16][CH2:17][CH3:18].O, predict the reaction product. The product is: [C:15]([N:2]1[C:3](=[O:8])[CH:4]2[CH2:7][CH:1]1[CH:6]=[CH:5]2)(=[O:19])[CH2:16][CH2:17][CH3:18]. (8) Given the reactants Cl[C:2]1[N:7]=[CH:6][C:5]([C:8]([O:10][CH3:11])=[O:9])=[CH:4][CH:3]=1.[Cl:12][C:13]1[S:17][C:16](B(O)O)=[CH:15][CH:14]=1, predict the reaction product. The product is: [Cl:12][C:13]1[S:17][C:16]([C:2]2[N:7]=[CH:6][C:5]([C:8]([O:10][CH3:11])=[O:9])=[CH:4][CH:3]=2)=[CH:15][CH:14]=1.